From a dataset of Reaction yield outcomes from USPTO patents with 853,638 reactions. Predict the reaction yield, written as a fraction of the theoretical maximum amount of product (1.0 means a 100% yield; for example, 0.34 means a 34% yield). (1) The reactants are C1(P(C2C=CC=CC=2)C2C=CC=CC=2)C=CC=CC=1.CN(C=O)C.[CH2:25]([O:29][C:30]1[CH:35]=[CH:34][C:33]([S:36](Cl)(=O)=O)=[CH:32][CH:31]=1)[C:26]#[C:27][CH3:28].Cl. The catalyst is ClCCl.[Cl-].[Na+].O. The product is [CH2:25]([O:29][C:30]1[CH:31]=[CH:32][C:33]([SH:36])=[CH:34][CH:35]=1)[C:26]#[C:27][CH3:28]. The yield is 0.420. (2) The reactants are I[C:2]1[C:10]2[C:5](=[CH:6][C:7]([CH:11]=[O:12])=[CH:8][CH:9]=2)[N:4]([CH2:13][O:14][CH2:15][CH2:16][Si:17]([CH3:20])([CH3:19])[CH3:18])[N:3]=1.CC1(C)C(C)(C)OB([C:29]2[CH:30]=[CH:31][C:32]([N:35]3[CH2:40][CH2:39][O:38][CH2:37][CH2:36]3)=[N:33][CH:34]=2)O1.C([O-])([O-])=O.[Na+].[Na+]. The catalyst is COCCOC.O.CCO.Cl[Pd](Cl)([P](C1C=CC=CC=1)(C1C=CC=CC=1)C1C=CC=CC=1)[P](C1C=CC=CC=1)(C1C=CC=CC=1)C1C=CC=CC=1. The product is [O:38]1[CH2:39][CH2:40][N:35]([C:32]2[N:33]=[CH:34][C:29]([C:2]3[C:10]4[C:5](=[CH:6][C:7]([CH:11]=[O:12])=[CH:8][CH:9]=4)[N:4]([CH2:13][O:14][CH2:15][CH2:16][Si:17]([CH3:20])([CH3:19])[CH3:18])[N:3]=3)=[CH:30][CH:31]=2)[CH2:36][CH2:37]1. The yield is 0.970. (3) The reactants are Br[C:2]1[CH:3]=[C:4]([CH:11]=[CH:12][C:13]=1[O:14][CH3:15])[CH2:5][N:6]1[CH:10]=[CH:9][N:8]=[CH:7]1.[N:16]1[O:20][N:19]=[C:18]2[CH:21]=[C:22](B(O)O)[CH:23]=[CH:24][C:17]=12.C1(P(C2C=CC=CC=2)C2C=CC=CC=2)C=CC=CC=1.C(=O)([O-])[O-].[Cs+].[Cs+]. The catalyst is CN(C)C=O. The product is [N:6]1([CH2:5][C:4]2[CH:11]=[CH:12][C:13]([O:14][CH3:15])=[C:2]([C:22]3[CH:23]=[CH:24][C:17]4[C:18]([CH:21]=3)=[N:19][O:20][N:16]=4)[CH:3]=2)[CH:10]=[CH:9][N:8]=[CH:7]1. The yield is 0.0910. (4) The reactants are [CH3:1][N:2]([CH3:21])[C:3]([C:5]1[CH:6]=[C:7]([S:11]([N:14]2[CH2:17][CH:16]([C:18]([OH:20])=[O:19])[CH2:15]2)(=[O:13])=[O:12])[CH:8]=[CH:9][CH:10]=1)=[O:4].[Cl:22][C:23]1[CH:24]=[N+:25]([O-:48])[CH:26]=[C:27]([Cl:47])[C:28]=1[CH2:29][C@@H:30]([C:32]1[CH:37]=[CH:36][C:35]([O:38][CH:39]([F:41])[F:40])=[C:34]([O:42][CH2:43][CH:44]2[CH2:46][CH2:45]2)[CH:33]=1)O.C(Cl)CCl. The catalyst is CN(C1C=CN=CC=1)C.C(Cl)Cl. The product is [Cl:22][C:23]1[CH:24]=[N+:25]([O-:48])[CH:26]=[C:27]([Cl:47])[C:28]=1[CH2:29][C@@H:30]([C:32]1[CH:37]=[CH:36][C:35]([O:38][CH:39]([F:41])[F:40])=[C:34]([O:42][CH2:43][CH:44]2[CH2:46][CH2:45]2)[CH:33]=1)[O:19][C:18]([CH:16]1[CH2:17][N:14]([S:11]([C:7]2[CH:8]=[CH:9][CH:10]=[C:5]([C:3](=[O:4])[N:2]([CH3:21])[CH3:1])[CH:6]=2)(=[O:12])=[O:13])[CH2:15]1)=[O:20]. The yield is 0.645. (5) The reactants are [Cl:1][C:2]1[CH:7]=[C:6]([Cl:8])[CH:5]=[CH:4][C:3]=1[C:9]1[N:10]=[C:11]([CH:18]=[C:19]2[C:31]3[CH:30]=[CH:29][CH:28]=[CH:27][C:26]=3[C:25]3[C:20]2=[CH:21][CH:22]=[CH:23][CH:24]=3)[N:12]([CH2:14][C:15](O)=[O:16])[CH:13]=1.[CH3:32][O:33][C:34]1[CH:35]=[C:36]([CH:40]=[CH:41][CH:42]=1)[CH2:37][CH2:38][NH2:39]. No catalyst specified. The product is [Cl:1][C:2]1[CH:7]=[C:6]([Cl:8])[CH:5]=[CH:4][C:3]=1[C:9]1[N:10]=[C:11]([CH:18]=[C:19]2[C:20]3[CH:21]=[CH:22][CH:23]=[CH:24][C:25]=3[C:26]3[C:31]2=[CH:30][CH:29]=[CH:28][CH:27]=3)[N:12]([CH2:14][C:15]([NH:39][CH2:38][CH2:37][C:36]2[CH:40]=[CH:41][CH:42]=[C:34]([O:33][CH3:32])[CH:35]=2)=[O:16])[CH:13]=1. The yield is 0.810. (6) The reactants are [CH3:1][CH:2]([CH:5](C)[CH3:6])[CH:3]=O.[CH2:8]=[O:9].[CH3:10][OH:11].[OH-].[Na+]. The catalyst is C(O)=O. The product is [CH:2]([C:5]([CH3:6])([CH2:10][OH:11])[CH2:8][OH:9])([CH3:3])[CH3:1]. The yield is 0.920. (7) The reactants are [CH2:1]([N:19]([CH2:22][CH2:23][CH2:24][CH2:25][CH2:26][CH2:27][CH2:28][CH2:29][CH2:30][CH2:31][CH2:32][CH2:33][CH2:34][CH2:35][CH2:36][CH2:37][CH2:38][CH3:39])C#N)[CH2:2][CH2:3][CH2:4][CH2:5][CH2:6][CH2:7][CH2:8][CH2:9][CH2:10][CH2:11][CH2:12][CH2:13][CH2:14][CH2:15][CH2:16][CH2:17][CH3:18].O.[OH-].[Na+].C(Cl)(Cl)Cl. The catalyst is OS(O)(=O)=O. The product is [CH2:22]([NH:19][CH2:1][CH2:2][CH2:3][CH2:4][CH2:5][CH2:6][CH2:7][CH2:8][CH2:9][CH2:10][CH2:11][CH2:12][CH2:13][CH2:14][CH2:15][CH2:16][CH2:17][CH3:18])[CH2:23][CH2:24][CH2:25][CH2:26][CH2:27][CH2:28][CH2:29][CH2:30][CH2:31][CH2:32][CH2:33][CH2:34][CH2:35][CH2:36][CH2:37][CH2:38][CH3:39]. The yield is 0.480. (8) The reactants are C([O:3][P:4]([C:9]([C:36]#[N:37])([CH3:35])[CH2:10][C:11]([CH3:34])=[CH:12][CH2:13][C:14]1[C:15]([O:27]CC[Si](C)(C)C)=[C:16]2[C:20](=[C:21]([CH3:25])[C:22]=1[O:23][CH3:24])[CH2:19][O:18][C:17]2=[O:26])(=[O:8])[O:5]CC)C.C[Si](Br)(C)C.N1C(C)=CC=CC=1C. The catalyst is CN(C=O)C.C(Cl)Cl. The product is [C:36]([C:9]([P:4](=[O:3])([OH:5])[OH:8])([CH3:35])[CH2:10][C:11]([CH3:34])=[CH:12][CH2:13][C:14]1[C:15]([OH:27])=[C:16]2[C:20](=[C:21]([CH3:25])[C:22]=1[O:23][CH3:24])[CH2:19][O:18][C:17]2=[O:26])#[N:37]. The yield is 0.330. (9) The reactants are [H-].[Na+].[CH2:3]([OH:10])[C:4]1[CH:9]=[CH:8][CH:7]=[CH:6][CH:5]=1.F[C:12]1[CH:19]=[CH:18][C:15]([CH:16]=[O:17])=[C:14]([Cl:20])[CH:13]=1. The catalyst is CN(C)C=O. The product is [CH2:3]([O:10][C:12]1[CH:19]=[CH:18][C:15]([CH:16]=[O:17])=[C:14]([Cl:20])[CH:13]=1)[C:4]1[CH:9]=[CH:8][CH:7]=[CH:6][CH:5]=1. The yield is 0.719.